This data is from Forward reaction prediction with 1.9M reactions from USPTO patents (1976-2016). The task is: Predict the product of the given reaction. Given the reactants [NH:1]1[N:5]2[CH2:6][CH2:7][CH2:8][CH:4]2[C:3](=O)O1.[C:10]([Sn:12]([CH2:21][CH2:22][CH2:23][CH3:24])([CH2:17][CH2:18][CH2:19][CH3:20])[CH2:13][CH2:14][CH2:15][CH3:16])#C, predict the reaction product. The product is: [CH2:21]([Sn:12]([CH2:13][CH2:14][CH2:15][CH3:16])([CH2:17][CH2:18][CH2:19][CH3:20])[C:10]1[CH:3]=[C:4]2[CH2:8][CH2:7][CH2:6][N:5]2[N:1]=1)[CH2:22][CH2:23][CH3:24].